This data is from Merck oncology drug combination screen with 23,052 pairs across 39 cell lines. The task is: Regression. Given two drug SMILES strings and cell line genomic features, predict the synergy score measuring deviation from expected non-interaction effect. (1) Drug 1: O=c1[nH]cc(F)c(=O)[nH]1. Drug 2: CC1(c2nc3c(C(N)=O)cccc3[nH]2)CCCN1. Cell line: UWB1289. Synergy scores: synergy=12.2. (2) Drug 1: O=C(CCCCCCC(=O)Nc1ccccc1)NO. Drug 2: CC(C)CC(NC(=O)C(Cc1ccccc1)NC(=O)c1cnccn1)B(O)O. Cell line: KPL1. Synergy scores: synergy=4.86.